This data is from Peptide-MHC class I binding affinity with 185,985 pairs from IEDB/IMGT. The task is: Regression. Given a peptide amino acid sequence and an MHC pseudo amino acid sequence, predict their binding affinity value. This is MHC class I binding data. The peptide sequence is TWEAWWTEYW. The MHC is HLA-B40:02 with pseudo-sequence HLA-B40:02. The binding affinity (normalized) is 0.